This data is from Reaction yield outcomes from USPTO patents with 853,638 reactions. The task is: Predict the reaction yield, written as a fraction of the theoretical maximum amount of product (1.0 means a 100% yield; for example, 0.34 means a 34% yield). (1) The reactants are [NH2:1][C:2]1[C:3]([NH:19][C:20]2[CH:25]=[CH:24][C:23]([OH:26])=[CH:22][CH:21]=2)=[CH:4][C:5]([O:8][C:9]2[CH:10]=[C:11]([NH:15][C:16](=[O:18])[CH3:17])[CH:12]=[CH:13][CH:14]=2)=[N:6][CH:7]=1.[C:27]([CH2:29][C:30](OCC)=O)#[N:28]. No catalyst specified. The product is [C:27]([CH2:29][CH:30]1[NH:1][C:2]2[CH:7]=[N:6][C:5]([O:8][C:9]3[CH:10]=[C:11]([NH:15][C:16](=[O:18])[CH3:17])[CH:12]=[CH:13][CH:14]=3)=[CH:4][C:3]=2[N:19]1[C:20]1[CH:21]=[CH:22][C:23]([OH:26])=[CH:24][CH:25]=1)#[N:28]. The yield is 0.780. (2) The reactants are [CH:1]1[CH:6]=[C:5]2[CH:7]=[CH:8][CH:9]=[C:10]([CH2:11][C@H:12]([NH2:16])[C:13]([OH:15])=[O:14])[C:4]2=[CH:3][CH:2]=1.[N:17]1([C:23](Cl)=[O:24])[CH2:22][CH2:21][O:20][CH2:19][CH2:18]1. The catalyst is [OH-].[Na+].C([O-])([O-])=O.[Na+].[Na+]. The product is [N:17]1([C:23]([NH:16][C@@H:12]([CH2:11][C:10]2[C:4]3[C:5](=[CH:6][CH:1]=[CH:2][CH:3]=3)[CH:7]=[CH:8][CH:9]=2)[C:13]([OH:15])=[O:14])=[O:24])[CH2:22][CH2:21][O:20][CH2:19][CH2:18]1. The yield is 0.380. (3) The reactants are [Br:1][C:2]1[C:7]([CH3:8])=[CH:6][CH:5]=[CH:4][N:3]=1.ClC1C=C(C=CC=1)C(OO)=[O:14]. The catalyst is ClCCl. The product is [Br:1][C:2]1[C:7]([CH3:8])=[CH:6][CH:5]=[CH:4][N+:3]=1[O-:14]. The yield is 0.780. (4) The reactants are [Br:1][C:2]1[CH:3]=[CH:4][CH:5]=[C:6]2[C:11]=1[N:10]=[C:9]([Cl:12])[N:8]=[C:7]2N.N(OCCC(C)C)=O.CC(=O)OCC.C(Cl)Cl. The catalyst is C1COCC1. The product is [Br:1][C:2]1[CH:3]=[CH:4][CH:5]=[C:6]2[C:11]=1[N:10]=[C:9]([Cl:12])[N:8]=[CH:7]2. The yield is 0.670. (5) The reactants are [F:1][C:2]1[CH:7]=[CH:6][C:5]([C:8]2[N:12]3[N:13]=[CH:14][C:15]([C:17]([OH:20])([CH3:19])[CH3:18])=[N:16][C:11]3=[N:10][CH:9]=2)=[C:4]([O:21][CH3:22])[CH:3]=1.F[B-](F)(F)F.[H+].[Br:29]N1C(=O)CCC1=O. The catalyst is C(#N)C. The product is [Br:29][C:7]1[C:2]([F:1])=[CH:3][C:4]([O:21][CH3:22])=[C:5]([C:8]2[N:12]3[N:13]=[CH:14][C:15]([C:17]([OH:20])([CH3:19])[CH3:18])=[N:16][C:11]3=[N:10][CH:9]=2)[CH:6]=1. The yield is 1.00. (6) The reactants are [F:1][C:2]([F:20])([F:19])[C:3]1[CH:8]=[CH:7][C:6]([C:9]2[O:13][N:12]=[CH:11][C:10]=2[CH2:14][CH2:15][C:16]([OH:18])=[O:17])=[CH:5][CH:4]=1.S(=O)(=O)(O)O.[CH3:26]O. No catalyst specified. The product is [F:20][C:2]([F:1])([F:19])[C:3]1[CH:8]=[CH:7][C:6]([C:9]2[O:13][N:12]=[CH:11][C:10]=2[CH2:14][CH2:15][C:16]([O:18][CH3:26])=[O:17])=[CH:5][CH:4]=1. The yield is 0.740.